The task is: Predict the reaction yield, written as a fraction of the theoretical maximum amount of product (1.0 means a 100% yield; for example, 0.34 means a 34% yield).. This data is from Reaction yield outcomes from USPTO patents with 853,638 reactions. (1) The reactants are O=[C:2]1[N:8]([CH2:9][C:10]([C:12]2[CH:17]=[CH:16][C:15]([C:18]3([NH:22][C:23](=[O:29])[O:24][C:25]([CH3:28])([CH3:27])[CH3:26])[CH2:21][CH2:20][CH2:19]3)=[CH:14][CH:13]=2)=O)[C:7]2[CH:30]=[CH:31][CH:32]=[N:33][C:6]=2[NH:5][C:4]2[CH:34]=[CH:35][CH:36]=[CH:37][C:3]1=2.C([O-])(=O)C.[NH4+:42].C(=O)(O)[O-].[Na+]. The catalyst is C(O)(=O)C. The product is [N:42]1[C:10]([C:12]2[CH:13]=[CH:14][C:15]([C:18]3([NH:22][C:23](=[O:29])[O:24][C:25]([CH3:27])([CH3:28])[CH3:26])[CH2:19][CH2:20][CH2:21]3)=[CH:16][CH:17]=2)=[CH:9][N:8]2[C:2]=1[C:3]1[CH:37]=[CH:36][CH:35]=[CH:34][C:4]=1[NH:5][C:6]1[N:33]=[CH:32][CH:31]=[CH:30][C:7]2=1. The yield is 0.730. (2) The reactants are Br[C:2]1[CH:7]=[CH:6][C:5]([N:8]2[CH2:13][CH2:12][O:11][CH2:10][CH2:9]2)=[CH:4][C:3]=1[O:14][CH3:15].C([Li])CCC.C([O:23][CH2:24]C)C.[OH2:26]. The catalyst is O1CCCC1. The product is [CH3:15][O:14][C:3]1[CH:4]=[C:5]([N:8]2[CH2:13][CH2:12][O:11][CH2:10][CH2:9]2)[CH:6]=[CH:7][C:2]=1[C:24]([OH:23])=[O:26]. The yield is 0.660. (3) The reactants are [OH-].[Li+].[Cl:3][C:4]1[CH:30]=[CH:29][CH:28]=[C:27]([Cl:31])[C:5]=1[C:6]([NH:8][C@H:9]([C:23]([O:25]C)=[O:24])[CH2:10][C:11]1[CH:16]=[CH:15][C:14]([CH:17]2[CH2:22][CH2:21][O:20][CH2:19][CH2:18]2)=[CH:13][CH:12]=1)=[O:7].C(#N)C. The catalyst is O.CO. The product is [Cl:3][C:4]1[CH:30]=[CH:29][CH:28]=[C:27]([Cl:31])[C:5]=1[C:6]([NH:8][C@H:9]([C:23]([OH:25])=[O:24])[CH2:10][C:11]1[CH:12]=[CH:13][C:14]([CH:17]2[CH2:22][CH2:21][O:20][CH2:19][CH2:18]2)=[CH:15][CH:16]=1)=[O:7]. The yield is 0.840.